This data is from Forward reaction prediction with 1.9M reactions from USPTO patents (1976-2016). The task is: Predict the product of the given reaction. (1) Given the reactants [N:1]([C:4]1[CH:9]=[CH:8][C:7]([CH3:10])=[C:6]([N+:11]([O-:13])=[O:12])[CH:5]=1)=[C:2]=[S:3].[CH3:14][C:15]1[CH:21]=[C:20]([CH3:22])[CH:19]=[C:18]([CH3:23])[C:16]=1[NH2:17], predict the reaction product. The product is: [C:15]1([CH3:14])[CH:21]=[C:20]([CH3:22])[CH:19]=[C:18]([CH3:23])[C:16]=1[NH:17][C:2](=[S:3])[NH:1][C:4]1[CH:9]=[CH:8][C:7]([CH3:10])=[C:6]([N+:11]([O-:13])=[O:12])[CH:5]=1. (2) The product is: [ClH:44].[ClH:44].[Cl:45][C:40]1[CH:39]=[C:38]([C@H:26]([CH2:25][CH2:24][N:21]2[CH2:22][CH2:11][CH:12]([N:8]3[CH2:9][CH2:6][CH2:7][NH:3][C:1]3=[S:2])[CH2:19][CH2:20]2)[CH2:27][N:28]([CH3:37])[C:29](=[O:36])[C:30]2[CH:31]=[CH:32][CH:33]=[CH:34][CH:35]=2)[CH:43]=[CH:42][C:41]=1[Cl:44]. Given the reactants [C:1]([N:8]1[CH:12]=[CH:11]N=[CH:9]1)([N:3]1[CH:7]=[CH:6]N=C1)=[S:2].NCCCNC1C[CH2:22][N:21]([CH2:24][CH2:25][C@@H:26]([C:38]2[CH:43]=[CH:42][C:41]([Cl:44])=[C:40]([Cl:45])[CH:39]=2)[CH2:27][N:28]([CH3:37])[C:29](=[O:36])[C:30]2[CH:35]=[CH:34][CH:33]=[CH:32][CH:31]=2)[CH2:20][CH2:19]1, predict the reaction product. (3) Given the reactants [OH:1][C:2]1[C:9]([O:10]C)=[CH:8][C:5]([C:6]#[N:7])=[C:4]([S:12][C:13]2[CH:18]=[CH:17][CH:16]=[CH:15][CH:14]=2)[C:3]=1[C:19]#[N:20].B(Br)(Br)Br, predict the reaction product. The product is: [OH:1][C:2]1[C:9]([OH:10])=[CH:8][C:5]([C:6]#[N:7])=[C:4]([S:12][C:13]2[CH:18]=[CH:17][CH:16]=[CH:15][CH:14]=2)[C:3]=1[C:19]#[N:20].